Dataset: Catalyst prediction with 721,799 reactions and 888 catalyst types from USPTO. Task: Predict which catalyst facilitates the given reaction. (1) Reactant: [F:1][C:2]1[CH:33]=[CH:32][C:5]([CH2:6][C:7]2[CH:8]=[C:9]([CH:27]=[CH:28][C:29]=2[O:30][CH3:31])[CH2:10][C:11]2[C:16]([CH3:17])=[CH:15][C:14]([NH:18][C:19](=[O:25])[C:20]([O:22]CC)=[O:21])=[CH:13][C:12]=2[CH3:26])=[CH:4][CH:3]=1.B(Br)(Br)Br. Product: [F:1][C:2]1[CH:3]=[CH:4][C:5]([CH2:6][C:7]2[CH:8]=[C:9]([CH:27]=[CH:28][C:29]=2[O:30][CH3:31])[CH2:10][C:11]2[C:16]([CH3:17])=[CH:15][C:14]([NH:18][C:19](=[O:25])[C:20]([OH:22])=[O:21])=[CH:13][C:12]=2[CH3:26])=[CH:32][CH:33]=1. The catalyst class is: 4. (2) Reactant: [Cl:1][C:2]1[CH:9]=[CH:8][CH:7]=[C:6]([Cl:10])[C:3]=1[CH:4]=O.[CH3:11][C:12]([CH3:14])=[O:13].[OH-].[Na+]. Product: [Cl:1][C:2]1[CH:9]=[CH:8][CH:7]=[C:6]([Cl:10])[C:3]=1/[CH:4]=[CH:11]/[C:12](=[O:13])[CH3:14]. The catalyst class is: 6. (3) The catalyst class is: 3. Reactant: [Cl:1][C:2]1[CH:15]=[CH:14][C:5]([CH2:6][C:7]2[CH:12]=[CH:11][C:10]([OH:13])=[CH:9][CH:8]=2)=[CH:4][CH:3]=1.[H-].[Na+].[C:18]([O:22][C:23]([N:25]1[CH2:29][CH2:28][CH2:27][C@@H:26]1[CH2:30]OS(C1C=CC(C)=CC=1)(=O)=O)=[O:24])([CH3:21])([CH3:20])[CH3:19]. Product: [C:18]([O:22][C:23]([N:25]1[CH2:29][CH2:28][CH2:27][C@@H:26]1[CH2:30][O:13][C:10]1[CH:11]=[CH:12][C:7]([CH2:6][C:5]2[CH:4]=[CH:3][C:2]([Cl:1])=[CH:15][CH:14]=2)=[CH:8][CH:9]=1)=[O:24])([CH3:21])([CH3:19])[CH3:20]. (4) Reactant: Br[C:2]1[CH:3]=[C:4]([C:8]2([C:14]3[CH:19]=[CH:18][C:17]([O:20][CH:21]([F:23])[F:22])=[C:16]([CH3:24])[CH:15]=3)[CH2:12][O:11][C:10]([NH2:13])=[N:9]2)[CH:5]=[CH:6][CH:7]=1.[B:25]1([B:25]2[O:29][C:28]([CH3:31])([CH3:30])[C:27]([CH3:33])([CH3:32])[O:26]2)[O:29][C:28]([CH3:31])([CH3:30])[C:27]([CH3:33])([CH3:32])[O:26]1.C([O-])(=O)C.[K+].O. Product: [F:22][CH:21]([F:23])[O:20][C:17]1[CH:18]=[CH:19][C:14]([C:8]2([C:4]3[CH:5]=[CH:6][CH:7]=[C:2]([B:25]4[O:29][C:28]([CH3:31])([CH3:30])[C:27]([CH3:33])([CH3:32])[O:26]4)[CH:3]=3)[CH2:12][O:11][C:10]([NH2:13])=[N:9]2)=[CH:15][C:16]=1[CH3:24]. The catalyst class is: 16. (5) Reactant: [NH2:1][C:2]1[C:3]([C:16]([NH:18][CH3:19])=[O:17])=[N:4][C:5]([C:8]2[CH:13]=[CH:12][CH:11]=[C:10]([CH:14]=O)[CH:9]=2)=[CH:6][N:7]=1.[NH2:20][CH:21]1[C:29]2[C:24](=[C:25]([F:31])[CH:26]=[CH:27][C:28]=2[F:30])[CH2:23][CH2:22]1.[C:32]([BH3-])#N.[Na+]. Product: [NH2:1][C:2]1[C:3]([C:16]([NH:18][CH3:19])=[O:17])=[N:4][C:5]([C:8]2[CH:13]=[CH:12][CH:11]=[C:10]([CH2:14][NH:20][CH:21]3[C:29]4[C:24](=[C:25]([F:31])[CH:26]=[CH:27][C:28]=4[F:30])[CH:23]([CH3:32])[CH2:22]3)[CH:9]=2)=[CH:6][N:7]=1. The catalyst class is: 559. (6) Product: [ClH:46].[C:27]([N:23]1[C:24]2[C:19](=[CH:18][C:17]([C:15]3[CH:14]=[N:13][N:12]([CH2:11][CH2:10][NH:6][CH3:5])[CH:16]=3)=[CH:26][CH:25]=2)[C@H:20]([NH:31][C:32]2[CH:37]=[C:36]([CH3:38])[CH:35]=[CH:34][N:33]=2)[CH2:21][C@@H:22]1[CH3:30])(=[O:29])[CH3:28]. The catalyst class is: 4. Reactant: CC([CH2:5][N:6]([CH2:10][CH2:11][N:12]1[CH:16]=[C:15]([C:17]2[CH:18]=[C:19]3[C:24](=[CH:25][CH:26]=2)[N:23]([C:27](=[O:29])[CH3:28])[C@@H:22]([CH3:30])[CH2:21][C@H:20]3[NH:31][C:32]2[CH:37]=[C:36]([CH3:38])[CH:35]=[CH:34][N:33]=2)[CH:14]=[N:13]1)C(=O)[O-])(C)C.FC(F)(F)C(O)=O.[ClH:46].CCOCC. (7) Reactant: Cl[C:2]([O:4][CH2:5][CH:6]([CH3:8])[CH3:7])=[O:3].[NH:9]1[CH2:16][CH2:15][CH2:14][C@@H:10]1[C:11]([OH:13])=[O:12].C(=O)(O)[O-].[Na+]. Product: [CH2:5]([O:4][C:2]([N:9]1[CH2:16][CH2:15][CH2:14][C@H:10]1[C:11]([OH:13])=[O:12])=[O:3])[CH:6]([CH3:8])[CH3:7].[CH2:5]([O:4][C:2]([N:9]1[CH2:16][CH2:15][CH2:14][C@@H:10]1[C:11]([OH:13])=[O:12])=[O:3])[CH:6]([CH3:8])[CH3:7]. The catalyst class is: 95.